From a dataset of Full USPTO retrosynthesis dataset with 1.9M reactions from patents (1976-2016). Predict the reactants needed to synthesize the given product. Given the product [Cl:20][C:15]1[S:14][C:13]([C:28]([C:27]2[CH:34]=[CH:35][C:24]([CH:21]3[CH2:22][CH2:23]3)=[CH:25][CH:26]=2)=[O:29])=[C:17]([O:18][CH3:19])[CH:16]=1, predict the reactants needed to synthesize it. The reactants are: CCCCCC.C([Li])CCC.Br[C:13]1[S:14][C:15]([Cl:20])=[CH:16][C:17]=1[O:18][CH3:19].[CH:21]1([C:24]2[CH:35]=[CH:34][C:27]([C:28](N(OC)C)=[O:29])=[CH:26][CH:25]=2)[CH2:23][CH2:22]1.[Cl-].[NH4+].